Dataset: Forward reaction prediction with 1.9M reactions from USPTO patents (1976-2016). Task: Predict the product of the given reaction. (1) Given the reactants Cl.[O:2]1[CH2:7][CH2:6][CH:5]([C:8]2[NH:16][C:15]3[CH2:14][CH2:13][NH:12][CH2:11][C:10]=3[CH:9]=2)[CH2:4][CH2:3]1.Br[C:18]1[C:19]([CH3:28])=[CH:20][C:21]([C:24]([F:27])([F:26])[F:25])=[N:22][CH:23]=1, predict the reaction product. The product is: [CH3:28][C:19]1[CH:20]=[C:21]([C:24]([F:27])([F:25])[F:26])[N:22]=[CH:23][C:18]=1[N:12]1[CH2:13][CH2:14][C:15]2[NH:16][C:8]([CH:5]3[CH2:6][CH2:7][O:2][CH2:3][CH2:4]3)=[CH:9][C:10]=2[CH2:11]1. (2) Given the reactants [OH:1][C:2]1[C:11]2[C:6](=[CH:7][CH:8]=[CH:9][CH:10]=2)[C:5]([CH2:15][CH2:16][CH3:17])([CH2:12][CH2:13][CH3:14])[C:4](=[O:18])[C:3]=1[C:19]1[NH:24][C:23]2[CH:25]=[CH:26][C:27]([OH:29])=[CH:28][C:22]=2[S:21](=[O:31])(=[O:30])[N:20]=1.Br[CH2:33][C:34]([NH2:36])=[O:35].C(=O)([O-])[O-].[Cs+].[Cs+].C(O)(=O)CC(CC(O)=O)(C(O)=O)O, predict the reaction product. The product is: [OH:1][C:2]1[C:11]2[C:6](=[CH:7][CH:8]=[CH:9][CH:10]=2)[C:5]([CH2:12][CH2:13][CH3:14])([CH2:15][CH2:16][CH3:17])[C:4](=[O:18])[C:3]=1[C:19]1[NH:24][C:23]2[CH:25]=[CH:26][C:27]([O:29][CH2:33][C:34]([NH2:36])=[O:35])=[CH:28][C:22]=2[S:21](=[O:30])(=[O:31])[N:20]=1. (3) Given the reactants [CH3:1][NH:2][C:3]([NH:8][CH2:9][CH2:10][S:11][CH2:12][C:13]1OC(CN(C)C)=[CH:15][CH:14]=1)=C[N+]([O-])=O.CN1CCN(CC([N:32]2[C:43]3[N:44]=CC=CC=3NC(=O)C3C=CC=CC2=3)=O)CC1.Cl.Cl.CC(OC1C=CC(C(C2C=CC=[CH:75][N:76]=2)C2C=CC(OC(C)=O)=CC=2)=CC=1)=O.[NH2:77]C1C=C(C(O)=O)C(O)=CC=1, predict the reaction product. The product is: [CH3:15][C:14]1[NH:44][CH:43]=[N:32][C:13]=1[CH2:12][S:11][CH2:10][CH2:9]/[N:8]=[C:3](/[NH:2][C:1]#[N:77])\[NH:76][CH3:75]. (4) The product is: [CH3:31][S:32]([NH:35][C:36]1[CH:37]=[C:38]([C:2]2[CH:3]=[C:4]3[C:8](=[C:9]([C:11]([NH2:13])=[O:12])[CH:10]=2)[NH:7][N:6]=[C:5]3[CH:14]2[CH2:19][CH2:18][N:17]([S:20]([CH2:23][CH2:24][CH2:25][N:26]3[CH2:27][CH2:28][CH2:29][CH2:30]3)(=[O:22])=[O:21])[CH2:16][CH2:15]2)[CH:39]=[CH:40][CH:41]=1)(=[O:34])=[O:33]. Given the reactants Br[C:2]1[CH:3]=[C:4]2[C:8](=[C:9]([C:11]([NH2:13])=[O:12])[CH:10]=1)[NH:7][N:6]=[C:5]2[CH:14]1[CH2:19][CH2:18][N:17]([S:20]([CH2:23][CH2:24][CH2:25][N:26]2[CH2:30][CH2:29][CH2:28][CH2:27]2)(=[O:22])=[O:21])[CH2:16][CH2:15]1.[CH3:31][S:32]([NH:35][C:36]1[CH:37]=[C:38](B(O)O)[CH:39]=[CH:40][CH:41]=1)(=[O:34])=[O:33].C(=O)([O-])[O-].[K+].[K+], predict the reaction product. (5) Given the reactants [CH3:1][O:2][C:3]([C:5]1[S:6][CH:7]=[CH:8][C:9]=1[NH2:10])=[O:4].[Br-:11].[Br-].[Br-].C1([N+](C)(C)C)C=CC=CC=1.C1([N+](C)(C)C)C=CC=CC=1.C1([N+](C)(C)C)C=CC=CC=1.C(=O)([O-])[O-].[Ca+2], predict the reaction product. The product is: [NH2:10][C:9]1[CH:8]=[C:7]([Br:11])[S:6][C:5]=1[C:3]([O:2][CH3:1])=[O:4]. (6) The product is: [N:16]1[C:17]2[C:8](=[O:18])[CH2:9][CH2:10][CH2:11][C:12]=2[CH:13]=[CH:14][CH:15]=1. Given the reactants C(=[C:8]1[C:17]2[N:16]=[CH:15][CH:14]=[CH:13][C:12]=2[CH2:11][CH2:10][CH2:9]1)C1C=CC=CC=1.[O:18]=[O+][O-].O=O, predict the reaction product.